From a dataset of Reaction yield outcomes from USPTO patents with 853,638 reactions. Predict the reaction yield, written as a fraction of the theoretical maximum amount of product (1.0 means a 100% yield; for example, 0.34 means a 34% yield). (1) The reactants are [CH2:1]([O:3][C:4]([C:6]1[N:7]=[CH:8][N:9]2[C:15]=1[CH:14]([CH3:16])[N:13]=[C:12]([C:17]1[CH:22]=[CH:21][CH:20]=[CH:19][C:18]=1[F:23])[C:11]1[CH:24]=[C:25](Br)[CH:26]=[CH:27][C:10]2=1)=[O:5])[CH3:2].[CH3:29][Si:30]([C:33]#[CH:34])([CH3:32])[CH3:31]. The product is [CH2:1]([O:3][C:4]([C:6]1[N:7]=[CH:8][N:9]2[C:15]=1[CH:14]([CH3:16])[N:13]=[C:12]([C:17]1[CH:22]=[CH:21][CH:20]=[CH:19][C:18]=1[F:23])[C:11]1[CH:24]=[C:25]([C:34]#[C:33][Si:30]([CH3:32])([CH3:31])[CH3:29])[CH:26]=[CH:27][C:10]2=1)=[O:5])[CH3:2]. The catalyst is C(#N)C.C([O-])(=O)C.[Pd+2].C1(P(C2C=CC=CC=2)C2C=CC=CC=2)C=CC=CC=1.C1(P(C2C=CC=CC=2)C2C=CC=CC=2)C=CC=CC=1.C([O-])(=O)C. The yield is 0.800. (2) The reactants are [CH3:1][C:2]1([CH3:16])[O:6][C@H:5]([C@H:7]([CH2:11][CH:12]([CH3:14])[CH3:13])[C:8]([OH:10])=O)[C:4](=[O:15])[O:3]1.C(O[CH:29]([CH3:31])[CH3:30])(=O)[C@@H](CC(OC(C)C)=O)O.CCN(C(C)C)C(C)C.[OH:41][N:42]1[C:46]2[N:47]=[CH:48][CH:49]=[CH:50][C:45]=2N=N1.F[P-](F)(F)(F)(F)F.FC(N(C)C)=[N+](C)C.ONC(=O)[C@@H](O)[C@@H](C([N:77]1[CH2:82][CH2:81][N:80](C2C=C(C)C=CN=2)[CH2:79][C@@H:78]1C)=O)CC(C)C. The catalyst is C(Cl)Cl. The product is [CH3:16][C:2]1([CH3:1])[O:3][C:4](=[O:15])[C@@H:5]([C@@H:7]([C:8]([N:77]2[CH2:82][CH2:81][N:80]([C:46]3[N:47]=[C:48]([C:49]4[CH:50]=[CH:45][CH:30]=[CH:29][CH:31]=4)[O:41][N:42]=3)[CH2:79][CH2:78]2)=[O:10])[CH2:11][CH:12]([CH3:14])[CH3:13])[O:6]1. The yield is 0.420.